From a dataset of Reaction yield outcomes from USPTO patents with 853,638 reactions. Predict the reaction yield, written as a fraction of the theoretical maximum amount of product (1.0 means a 100% yield; for example, 0.34 means a 34% yield). (1) The reactants are [N:1]1[C:10]2[C:5](=[CH:6][CH:7]=[CH:8][CH:9]=2)[N:4]=[CH:3][C:2]=1[C:11]1[CH:12]=[C:13]([NH2:17])[CH:14]=[CH:15][CH:16]=1.[O:18]1[CH:22]=[CH:21][CH:20]=[C:19]1[C:23](Cl)=[O:24]. The catalyst is N1C=CC=CC=1.O. The product is [N:1]1[C:10]2[C:5](=[CH:6][CH:7]=[CH:8][CH:9]=2)[N:4]=[CH:3][C:2]=1[C:11]1[CH:12]=[C:13]([NH:17][C:23]([C:19]2[O:18][CH:22]=[CH:21][CH:20]=2)=[O:24])[CH:14]=[CH:15][CH:16]=1. The yield is 0.760. (2) The reactants are [CH2:1]1[O:3][C@H:2]1[CH2:4][OH:5].[CH2:6]([OH:13])[C:7]1[CH:12]=[CH:11][CH:10]=[CH:9][CH:8]=1.[F-].[Cs+]. No catalyst specified. The product is [CH2:6]([O:13][CH2:1][C@@H:2]([OH:3])[CH2:4][OH:5])[C:7]1[CH:12]=[CH:11][CH:10]=[CH:9][CH:8]=1. The yield is 0.190. (3) The product is [Cl:1][C:2]1[CH:3]=[C:4]([CH:27]=[CH:28][C:29]=1[F:30])[NH:5][C:6]1[C:15]2[C:10](=[CH:11][C:12]([O:22][CH2:23][CH2:24][CH2:25][N:37]3[CH2:38][CH2:39][N:34]([CH2:33][C:31]#[N:32])[CH2:35][CH2:36]3)=[CH:13][C:14]=2[O:16][CH:17]2[CH2:21][CH2:20][O:19][CH2:18]2)[N:9]=[CH:8][N:7]=1. The yield is 0.400. The reactants are [Cl:1][C:2]1[CH:3]=[C:4]([CH:27]=[CH:28][C:29]=1[F:30])[NH:5][C:6]1[C:15]2[C:10](=[CH:11][C:12]([O:22][CH2:23][CH2:24][CH2:25]Cl)=[CH:13][C:14]=2[O:16][CH:17]2[CH2:21][CH2:20][O:19][CH2:18]2)[N:9]=[CH:8][N:7]=1.[C:31]([CH2:33][N:34]1[CH2:39][CH2:38][NH:37][CH2:36][CH2:35]1)#[N:32]. No catalyst specified. (4) The reactants are [CH3:1][C:2]1([CH3:28])[CH2:11][C:10]2[N:9]([C:12]3[CH:19]=[CH:18][C:15]([C:16]#[N:17])=[C:14]([NH:20][CH:21]4[CH2:26][CH2:25][O:24][CH2:23][CH2:22]4)[CH:13]=3)[CH2:8][CH2:7][CH2:6][C:5]=2[C:4](=[O:27])[CH2:3]1.C(OCC)(=[O:31])C.CO. The catalyst is [OH-].[Na+].OO.C(O)C.CS(C)=O.O.C(OCC)(=O)C. The product is [CH3:1][C:2]1([CH3:28])[CH2:11][C:10]2[N:9]([C:12]3[CH:19]=[CH:18][C:15]([C:16]([NH2:17])=[O:31])=[C:14]([NH:20][CH:21]4[CH2:26][CH2:25][O:24][CH2:23][CH2:22]4)[CH:13]=3)[CH2:8][CH2:7][CH2:6][C:5]=2[C:4](=[O:27])[CH2:3]1. The yield is 0.510. (5) The reactants are Cl[C:2]1[N:11]=[C:10]([NH:12][CH:13]([C:21]2[CH:26]=[CH:25][CH:24]=[CH:23][CH:22]=2)[CH2:14][C:15]2[CH:20]=[CH:19][CH:18]=[CH:17][CH:16]=2)[C:9]2[C:4](=[CH:5][CH:6]=[CH:7][CH:8]=2)[N:3]=1.[N:27]1[CH:28]=[CH:29][N:30]2[CH:35]=[C:34](B(O)O)[CH:33]=[CH:32][C:31]=12.C(NC1C2C(=CC=CC=2)N=C(C2SC3C=CC=CC=3C=2)N=1)(C1C=CC=CC=1)C1C=CC=CC=1. The catalyst is C(Cl)(Cl)Cl.CO. The product is [C:21]1([CH:13]([NH:12][C:10]2[C:9]3[C:4](=[CH:5][CH:6]=[CH:7][CH:8]=3)[N:3]=[C:2]([C:34]3[CH:33]=[CH:32][C:31]4[N:30]([CH:29]=[CH:28][N:27]=4)[CH:35]=3)[N:11]=2)[CH2:14][C:15]2[CH:20]=[CH:19][CH:18]=[CH:17][CH:16]=2)[CH:26]=[CH:25][CH:24]=[CH:23][CH:22]=1. The yield is 0.420.